The task is: Predict the reactants needed to synthesize the given product.. This data is from Full USPTO retrosynthesis dataset with 1.9M reactions from patents (1976-2016). Given the product [OH:1][C:2]1[CH:9]=[CH:8][CH:7]=[CH:6][C:3]=1[CH:4]=[O:5], predict the reactants needed to synthesize it. The reactants are: [OH:1][C:2]1[C:9](C)=[CH:8][CH:7]=[CH:6][C:3]=1[CH:4]=[O:5].OC1C(C(C)(C)C)=CC=CC=1C=O.OC1C(C(C)(C)C)=CC(C)=CC=1C=O.OC1C(C(C)(C)C)=CC(C(C)(C)C)=CC=1C=O.OC1C(C(C)C)=CC=C(C)C=1C=O.OC1C(C2CCCCC2)=CC=CC=1C=O.OC1C=C(C(C)(C)C)C=CC=1C=O.OC1C=C(Cl)C=CC=1C=O.OC1C=CC=C(Cl)C=1C=O.OC1C(C2C=CC=CC=2)=CC=CC=1C=O.OC1C=CC(OC)=CC=1C=O.OC1C(CCCCCCCCC)=CC=CC=1C=O.OC1C=CC(O)=CC=1C=O.OC1C=C(NC(=O)C)C=CC=1C=O.